The task is: Predict the product of the given reaction.. This data is from Forward reaction prediction with 1.9M reactions from USPTO patents (1976-2016). (1) Given the reactants [Br:1][C:2]1[CH:3]=[N:4][NH:5][CH:6]=1.Br[CH2:8][C:9]([O:11][C:12]([CH3:15])([CH3:14])[CH3:13])=[O:10], predict the reaction product. The product is: [Br:1][C:2]1[CH:3]=[N:4][N:5]([CH2:8][C:9]([O:11][C:12]([CH3:15])([CH3:14])[CH3:13])=[O:10])[CH:6]=1. (2) The product is: [CH3:33][CH:34]([CH3:35])[CH2:39][CH2:31][NH:32][C:28]([C:25]1[S:24][C:23]([NH:22][C:20]([N:12]2[CH2:11][C:19]3[C:14](=[CH:15][CH:16]=[CH:17][CH:18]=3)[CH2:13]2)=[O:21])=[N:27][CH:26]=1)=[O:30]. Given the reactants C1(CCCN)C=CC=CC=1.[CH2:11]1[C:19]2[C:14](=[CH:15][CH:16]=[CH:17][CH:18]=2)[CH2:13][N:12]1[C:20]([NH:22][C:23]1[S:24][C:25]([C:28]([OH:30])=O)=[CH:26][N:27]=1)=[O:21].[CH2:31]1[C:39]2[C:34](=[CH:35]C=CC=2)[CH2:33][N:32]1C(NC1C=CC(C(O)=O)=CC=1)=O, predict the reaction product. (3) Given the reactants [CH:1]1([C:5]2[C:11]([C:12]([F:15])([F:14])[F:13])=[CH:10][C:8](N)=[C:7]([I:16])[CH:6]=2)[CH2:4][CH2:3][CH2:2]1.N([O-])=O.[Na+].S(=O)(=O)(O)O.C(O)C, predict the reaction product. The product is: [CH:1]1([C:5]2[CH:6]=[C:7]([I:16])[CH:8]=[CH:10][C:11]=2[C:12]([F:15])([F:13])[F:14])[CH2:2][CH2:3][CH2:4]1. (4) Given the reactants C[O:2][C:3]([C:5]1[CH:10]=[C:9]([N:11]2[CH2:16][CH2:15][CH2:14][CH2:13][CH2:12]2)[N:8]=[C:7]([N:17]2[CH2:22][CH2:21][CH:20]([C:23]3[CH:28]=[CH:27][CH:26]=[CH:25][CH:24]=3)[CH2:19][CH2:18]2)[N:6]=1)=[O:4].CO.[OH-].[Li+], predict the reaction product. The product is: [C:23]1([CH:20]2[CH2:21][CH2:22][N:17]([C:7]3[N:6]=[C:5]([C:3]([OH:4])=[O:2])[CH:10]=[C:9]([N:11]4[CH2:16][CH2:15][CH2:14][CH2:13][CH2:12]4)[N:8]=3)[CH2:18][CH2:19]2)[CH:28]=[CH:27][CH:26]=[CH:25][CH:24]=1. (5) The product is: [CH3:1][N:2]1[C:10](=[O:11])[C:9]2[C:4](=[C:5]([C:39]3[CH2:40][CH2:41][N:42]([CH3:45])[CH2:43][CH:44]=3)[CH:6]=[CH:7][C:8]=2[NH:12][C:13]2[C:18]([C:19]([F:21])([F:22])[F:20])=[CH:17][N:16]=[C:15]([NH:23][C:24]3[CH:38]=[CH:37][C:27]([CH2:28][P:29](=[O:36])([O:33][CH2:34][CH3:35])[O:30][CH2:31][CH3:32])=[CH:26][CH:25]=3)[N:14]=2)[CH2:3]1.[F:20][C:19]([F:22])([F:21])[C:45]([OH:47])=[O:46]. Given the reactants [CH3:1][N:2]1[C:10](=[O:11])[C:9]2[C:4](=[C:5]([C:39]3[CH2:40][CH2:41][NH:42][CH2:43][CH:44]=3)[CH:6]=[CH:7][C:8]=2[NH:12][C:13]2[C:18]([C:19]([F:22])([F:21])[F:20])=[CH:17][N:16]=[C:15]([NH:23][C:24]3[CH:38]=[CH:37][C:27]([CH2:28][P:29](=[O:36])([O:33][CH2:34][CH3:35])[O:30][CH2:31][CH3:32])=[CH:26][CH:25]=3)[N:14]=2)[CH2:3]1.[CH:45]([OH:47])=[O:46].C=O.C([BH3-])#N.[Na+], predict the reaction product. (6) The product is: [Cl:1][C:2]1[CH:3]=[C:4]2[N:25]=[C:24]([O:26][C@H:27]3[C@H:31]4[O:32][CH2:33][C@@H:34]([OH:35])[C@H:30]4[O:29][CH2:28]3)[N:23]([CH2:36][O:37][CH2:38][CH2:39][Si:40]([CH3:42])([CH3:43])[CH3:41])[C:5]2=[N:6][C:7]=1[C:8]1[CH:9]=[CH:10][C:11]([C:45]2[CH:46]=[CH:47][C:48]([S:51]([CH3:61])(=[N:53][C:54]([O:56][C:57]([CH3:59])([CH3:58])[CH3:60])=[O:55])=[O:52])=[CH:49][CH:50]=2)=[CH:12][CH:13]=1. Given the reactants [Cl:1][C:2]1[CH:3]=[C:4]2[N:25]=[C:24]([O:26][C@H:27]3[C@H:31]4[O:32][CH2:33][C@@H:34]([OH:35])[C@H:30]4[O:29][CH2:28]3)[N:23]([CH2:36][O:37][CH2:38][CH2:39][Si:40]([CH3:43])([CH3:42])[CH3:41])[C:5]2=[N:6][C:7]=1[C:8]1[CH:13]=[CH:12][C:11](B2OC(C)(C)C(C)(C)O2)=[CH:10][CH:9]=1.Br[C:45]1[CH:50]=[CH:49][C:48]([S:51]([CH3:61])(=[N:53][C:54]([O:56][C:57]([CH3:60])([CH3:59])[CH3:58])=[O:55])=[O:52])=[CH:47][CH:46]=1, predict the reaction product. (7) Given the reactants [I:1][C:2]1[CH:13]=[CH:12][C:5]([CH2:6][CH:7]([C:9]([OH:11])=[O:10])[NH2:8])=[CH:4][CH:3]=1.[Si](Cl)(C)(C)C.C(N(CC)CC)C.[C:26](OC(=O)C)(=[O:28])[CH3:27], predict the reaction product. The product is: [C:26]([NH:8][C@H:7]([C:9]([OH:11])=[O:10])[CH2:6][C:5]1[CH:4]=[CH:3][C:2]([I:1])=[CH:13][CH:12]=1)(=[O:28])[CH3:27].